From a dataset of Reaction yield outcomes from USPTO patents with 853,638 reactions. Predict the reaction yield, written as a fraction of the theoretical maximum amount of product (1.0 means a 100% yield; for example, 0.34 means a 34% yield). The reactants are Br[C:2]1[CH:3]=[C:4]2[C:8](=[C:9]([CH3:11])[CH:10]=1)[NH:7][N:6]=[C:5]2[CH3:12].[C:13]([O-])([O-:15])=[O:14].[Na+].[Na+]. The catalyst is O1CCOCC1.CC1C(P(C2C([CH2-])=CC=CC=2)C2C(C)=CC=CC=2)=CC=CC=1.CC1C(P(C2C([CH2-])=CC=CC=2)C2C(C)=CC=CC=2)=CC=CC=1.CC(O)=O.CC(O)=O.[Pd].[Pd].O.C(=[Mo](=C=O)(=C=O)(=C=O)(=C=O)=C=O)=O. The product is [CH3:12][C:5]1[C:4]2[C:8](=[C:9]([CH3:11])[CH:10]=[C:2]([C:13]([OH:15])=[O:14])[CH:3]=2)[NH:7][N:6]=1. The yield is 0.170.